Dataset: Drug-target binding data from BindingDB using Ki measurements. Task: Regression. Given a target protein amino acid sequence and a drug SMILES string, predict the binding affinity score between them. We predict pKi (pKi = -log10(Ki in M); higher means stronger inhibition). Dataset: bindingdb_ki. (1) The drug is C[C@H](NC(=O)[C@H](CCCN=C(N)N)NC(=O)[C@H](CCC(N)=O)NC(=O)[C@@H]1CCCN1C(=O)[C@@H](N)[C@@H](C)O)C(=O)N[C@@H](CCCN=C(N)N)C(=O)N[C@@H](CCCN=C(N)N)C(=O)N[C@@H](CCCN=C(N)N)C(=O)N[C@@H](CCCCN)C(=O)N[C@@H](CCCCN)C(=O)N[C@@H](CCCN=C(N)N)C(=O)N[C@@H](Cc1c[nH]c2ccccc12)C(=O)O. The target protein (Q63415) has sequence MPPRAPPAPGPRPPPRAAGRHGLSPLAPRPWRWLLLLALPAVCSALPPPRPVYTNHWAVQVLGGPGAADRVAAAHGYLNLGQIGNLDDYYHFYHSKTFKRSTLSSRGPHTFLRMDPQVKWLQQQEVKRRVKRQARSDSLYFNDPIWSNMWYMHCADKNSRCRSEMNVQAAWKRGYTGKNVVVTILDDGIERNHPDLAPNYDSYASYDVNGNDYDPSPRYDASNENKHGTRCAGEVAASANNSYCIVGIAYNAKIGGIRMLDGDVTDVVEAKSLGIRPNYIDIYSASWGPDDDGKTVDGPGRLAKQAFEYGIKKGRQGLGSIFVWASGNGGREGDHCSCDGYTNSIYTISVSSTTENGHKPWYLEECASTLATTYSSGAFYERKIVTTDLRQRCTDGHTGTSVSAPMVAGIIALALEANNQLTWRDVQHLLVKTSRPAHLKASDWKVNGAGHKVSHLYGFGLVDAEALVLEARKWTAVPSQHMCVATADKRPRSIPVVQVL.... The pKi is 6.7. (2) The small molecule is O=C(O)CCC/C=C\C[C@H]1[C@@H]2CCC(O2)[C@H]1CNNC(=O)Nc1ccccc1. The target protein (P36423) has sequence MEVLGLLKFEVSGTIVTVTLLVALLALLKWYSMSAFSRLEKLGIRHPKPSPFVGNLMFFRQGFWESQLELRERYGPLCGYYLGRRMHVVISEPDMIKQVLVENFSNFSNRMASGLEPKMVADSVLLLRDRRWEEVRGALMSSFSPEKLDEMTPLISQACELLVAHLKRYAASRDAFNIQRCYCCYTIDVVASVAFGTQVDSQNSPEDPFVQHCRRASTFCIPRPLLVLILSFPSIMVPLARILPNKNRDELNGFFNTLIRNVIALRDQQAAEERRRDFLQMVLDAQHSMNSVGVEGFDMVPESLSSSECTKEPPQRCHPTSTSKPFTVDEIVGQAFLFLIAGHEVITNTLSFITYLLATHPDCQERLLKEVDLFMGKHPAPEYHSLQEGLPYLDMVISETLRMYPPAFRFTREAAQDCEVLGQRIPAGTVLEIAVGALHHDPEHWPNPETFDPERFTAEARLQRRPFTYLPFGAGPRSCLGVRLGLLVVKLTILQVLHKF.... The pKi is 7.9. (3) The compound is O=C1CCCC(=O)C1C(=O)COc1ccc(Cl)cc1. The target protein (P93836) has sequence MGHQNAAVSENQNHDDGAASSPGFKLVGFSKFVRKNPKSDKFKVKRFHHIEFWCGDATNVARRFSWGLGMRFSAKSDLSTGNMVHASYLLTSGDLRFLFTAPYSPSLSAGEIKPTTTASIPSFDHGSCRSFFSSHGLGVRAVAIEVEDAESAFSISVANGAIPSSPPIVLNEAVTIAEVKLYGDVVLRYVSYKAEDTEKSEFLPGFERVEDASSFPLDYGIRRLDHAVGNVPELGPALTYVAGFTGFHQFAEFTADDVGTAESGLNSAVLASNDEMVLLPINEPVHGTKRKSQIQTYLEHNEGAGLQHLALMSEDIFRTLREMRKRSSIGGFDFMPSPPPTYYQNLKKRVGDVLSDDQIKECEELGILVDRDDQGTLLQIFTKPLGDRPTIFIEIIQRVGCMMKDEEGKAYQSGGCGGFGKGNFSELFKSIEEYEKTLEAKQLVG. The pKi is 7.5. (4) The pKi is 7.5. The target protein (P21643) has sequence MSGCPFSGNSVGYTLKNLSMEDNEEDGAQTGVNRASKGGLIYGDYLQLEKILNAQELQSEIKGNKIHDEHLFIITHQAYELWFKQILWELDSVREIFQNGHVRDERNMLKVMTRMHRVVVIFKLLVQQFSVLETMTALDFNDFREYLSPASGFQSLQFRLLENKIGVLQSLRVPYNRKHYRDNFEGDYNELLLKSEQEQTLLQLVEAWLERTPGLEPHGFNFWGKFEKNILKGLEEEFLKIQAKKDSEEKEEQMAEFRKQKEVLLCLFDEKRHDYLLSKGERRLSYRALQGALMIYFYREEPRFQVPFQLLTSLMDIDTLMTKWRYNHVCMVHRMLGSKAGTGGSSGYYYLRSTVSDRYKVFVDLFNLSSYLVPRHWIPKMNPIIHKFLYTAEYSDSSYFSSDESD. The small molecule is Fc1ccc2c(/C=C/c3cccnc3)c[nH]c2c1. (5) The compound is C[C@H]1CN(CCC2CCCCC2)CC[C@@]1(C)c1cccc(O)c1. The target protein (P41144) has sequence MGRRRQGPAQPASELPARNACLLPNGSAWLPGWAEPDGNGSAGPQDEQLEPAHISPAIPVIITAVYSVVFVVGLVGNSLVMFVIIRYTKMKTATNIYIFNLALADALVTTTMPFQSTVYLMNSWPFGDVLCKIVISIDYYNMFTSIFTLTMMSVDRYIAVCHPVKALDFRTPLKAKIINICIWLLSSSVGISAIILGGTKVREDVDIIECSLQFPDDDYSWWDLFMKICVFVFAFVIPVLIIIVCYTLMILRLKSVRLLSGSREKDRNLRRITRLVLVVVAVFIICWTPIHIFILVEALGSTSHSTAALSSYYFCIALGYTNSSLNPILYAFLDENFKRCFRDFCFPIKMRMERQSTSRVRNTVQDPAYMRNVDGVNKPV. The pKi is 8.6. (6) The small molecule is CC(=O)N[C@@H](CC(C)C)[C@@H]1N[C@@H](C(=O)O)C[C@H]1c1cscn1. The target protein (P06820) has sequence MNPNQKIITIGSVSLTIATVCFLMQIAILVTTVTLHFKQHECDSPASNQVMPCEPIIIERNITEIVYLNNTTIEKEICPKVVEYRNWSKPQCQITGFAPFSKDNSIRLSAGGDIWVTREPYVSCDPVKCYQFALGQGTTLDNKHSNDTVHDRIPHRTLLMNELGVPFHLGTRQVCIAWSSSSCHDGKAWLHVCITGDDKNATASFIYDGRLVDSIGSWSQNILRTQESECVCINGTCTVVMTDGSASGRADTRILFIEEGKIVHISPLAGSAQHVEECSCYPRYPGVRCICRDNWKGSNRPVVDINMEDYSIDSSYVCSGLVGDTPRNDDRSSNSNCRNPNNERGTQGVKGWAFDNGNDLWMGRTISKDLRSGYETFKVIGGWSTPNSKSQINRQVIVDSDNRSGYSGIFSVEGKSCINRCFYVELIRGRKQETRVWWTSNSIVVFCGTSGTYGTGSWPDGANINFMPI. The pKi is 6.5. (7) The drug is COc1ccccc1N1CCN(CCCCn2ncc(=O)n(C)c2=O)CC1. The target protein sequence is MAAVLSAERLEVSVDGLTLSPDPEERPGAEGAPLLPPPLPPPSPPGSGRGPGAAGEQPEPGEAVAGGAAEEARRLEQRWGFGLEELYGLALRFFKEKDGKAFHPTYEEKLKLVALHKQVLMGPYNPDTCPEVGFFDVLGNDRRREWAALGNMSKEDAMVEFVKLLNRCCHLFSTYVASHKIEKEEQEKKRKEEEERRRREEEERERLQKEEEKRRKKKKK. The pKi is 5.0.